Dataset: Full USPTO retrosynthesis dataset with 1.9M reactions from patents (1976-2016). Task: Predict the reactants needed to synthesize the given product. (1) The reactants are: [C:1]1([CH3:17])[CH:6]=[CH:5][C:4]([S:7]([CH2:10][C:11]2[N:12]=[C:13]([NH2:16])[S:14][CH:15]=2)(=[O:9])=[O:8])=[CH:3][CH:2]=1.[Cl:18][C:19]1[CH:20]=[C:21]([CH:26]=[CH:27][C:28]=1[Cl:29])[CH2:22][N:23]=[C:24]=[O:25]. Given the product [Cl:18][C:19]1[CH:20]=[C:21]([CH:26]=[CH:27][C:28]=1[Cl:29])[CH2:22][NH:23][C:24]([NH:16][C:13]1[S:14][CH:15]=[C:11]([CH2:10][S:7]([C:4]2[CH:3]=[CH:2][C:1]([CH3:17])=[CH:6][CH:5]=2)(=[O:9])=[O:8])[N:12]=1)=[O:25], predict the reactants needed to synthesize it. (2) Given the product [C:1]([O:5][C:6]([N:8]1[CH2:9][C@H:10]([O:38][CH2:39][C:40]2[CH:49]=[C:48]([O:50][CH3:51])[C:47]3[C:42](=[CH:43][CH:44]=[CH:45][CH:46]=3)[CH:41]=2)[C@@H:11]([C:19]2[CH:20]=[CH:21][C:22]([O:25][CH2:26][CH2:27][CH2:28][O:29][C:30]3[CH:35]=[CH:34][CH:33]=[CH:32][C:31]=3[C:36]#[N:37])=[CH:23][CH:24]=2)[C@H:12]([O:14][CH2:15][C@H:16]([OH:17])[CH2:18][O:17][CH2:16][CH2:15][O:14][CH3:12])[CH2:13]1)=[O:7])([CH3:4])([CH3:2])[CH3:3], predict the reactants needed to synthesize it. The reactants are: [C:1]([O:5][C:6]([N:8]1[CH2:13][C@@H:12]([O:14][CH2:15][C@H:16]2[CH2:18][O:17]2)[C@H:11]([C:19]2[CH:24]=[CH:23][C:22]([O:25][CH2:26][CH2:27][CH2:28][O:29][C:30]3[CH:35]=[CH:34][CH:33]=[CH:32][C:31]=3[C:36]#[N:37])=[CH:21][CH:20]=2)[C@@H:10]([O:38][CH2:39][C:40]2[CH:49]=[C:48]([O:50][CH3:51])[C:47]3[C:42](=[CH:43][CH:44]=[CH:45][CH:46]=3)[CH:41]=2)[CH2:9]1)=[O:7])([CH3:4])([CH3:3])[CH3:2].[H-].[Na+]. (3) The reactants are: [Cl:1][C:2]1[CH:7]=[CH:6][CH:5]=[CH:4][C:3]=1[C:8](=O)[CH2:9][C:10]#[N:11].O.[NH2:14][NH2:15]. Given the product [NH2:11][C:10]1[NH:15][N:14]=[C:8]([C:3]2[CH:4]=[CH:5][CH:6]=[CH:7][C:2]=2[Cl:1])[CH:9]=1, predict the reactants needed to synthesize it. (4) The reactants are: [H-].[Na+].[I:3][C:4]1[CH:5]=[C:6]2[C:10](=[CH:11][CH:12]=1)[NH:9][C:8](=[O:13])[C:7]2=[O:14].Br[CH2:16][CH2:17][CH2:18][CH2:19][CH3:20].[Cl-].[NH4+]. Given the product [I:3][C:4]1[CH:5]=[C:6]2[C:10](=[CH:11][CH:12]=1)[N:9]([CH2:16][CH2:17][CH2:18][CH2:19][CH3:20])[C:8](=[O:13])[C:7]2=[O:14], predict the reactants needed to synthesize it.